Task: Predict the reactants needed to synthesize the given product.. Dataset: Full USPTO retrosynthesis dataset with 1.9M reactions from patents (1976-2016) (1) Given the product [F:13][C:14]([F:22])([F:21])[CH2:15][NH:16][CH2:17][CH2:18][O:19][C:49]1[CH:50]=[CH:51][CH:52]=[C:45]2[C:46]=1[C:47](=[O:48])[NH:43][C:44]2=[O:53], predict the reactants needed to synthesize it. The reactants are: CCOC(/N=N/C(OCC)=O)=O.[F:13][C:14]([F:22])([F:21])[CH2:15][NH:16][CH2:17][CH2:18][O:19]N.C1(P(C2C=CC=CC=2)C2C=CC=CC=2)C=CC=CC=1.O[N:43]1[C:47](=[O:48])[C:46]2=[CH:49][CH:50]=[CH:51][CH:52]=[C:45]2[C:44]1=[O:53]. (2) Given the product [N:53]1([C:23]([C:22]2[CH:21]=[N:20][C:19]([C:18]#[C:17][Se:16][C:3]3[C:2]([CH3:1])=[CH:11][C:10]4[C:9]([CH3:13])([CH3:12])[CH2:8][CH2:7][C:6]([CH3:15])([CH3:14])[C:5]=4[CH:4]=3)=[CH:27][CH:26]=2)=[O:25])[CH2:58][CH2:57][O:56][CH2:55][CH2:54]1, predict the reactants needed to synthesize it. The reactants are: [CH3:1][C:2]1[C:3]([Se:16][C:17]#[C:18][C:19]2[CH:27]=[CH:26][C:22]([C:23]([OH:25])=O)=[CH:21][N:20]=2)=[CH:4][C:5]2[C:6]([CH3:15])([CH3:14])[CH2:7][CH2:8][C:9]([CH3:13])([CH3:12])[C:10]=2[CH:11]=1.ON1C2C=CC=CC=2N=N1.C1(N=C=NC2CCCCC2)CCCCC1.[NH:53]1[CH2:58][CH2:57][O:56][CH2:55][CH2:54]1.